From a dataset of Forward reaction prediction with 1.9M reactions from USPTO patents (1976-2016). Predict the product of the given reaction. (1) Given the reactants [Br:1][C:2]1[CH:3]=[C:4]([F:23])[C:5]([CH3:22])=[C:6]([C:8]2[C:9](=[O:21])[NH:10][C:11]3([CH2:18][CH2:17][N:16]([O:19][CH3:20])[CH2:15][CH2:14]3)[C:12]=2[OH:13])[CH:7]=1.Cl[C:25]([O:27][CH2:28][CH3:29])=[O:26].N1C=CC=CC=1.Cl, predict the reaction product. The product is: [CH2:28]([O:27][C:25](=[O:26])[O:13][C:12]1[C:11]2([CH2:18][CH2:17][N:16]([O:19][CH3:20])[CH2:15][CH2:14]2)[NH:10][C:9](=[O:21])[C:8]=1[C:6]1[CH:7]=[C:2]([Br:1])[CH:3]=[C:4]([F:23])[C:5]=1[CH3:22])[CH3:29]. (2) Given the reactants [CH2:1]1[CH2:6][CH2:5][CH:4]([C:7]([O:9][CH2:10][CH3:11])=[O:8])[CH2:3][CH2:2]1.[CH2:12]([NH2:15])[C:13]#[CH:14], predict the reaction product. The product is: [N:15]1[C:1]2[CH2:6][CH2:5][CH:4]([C:7]([O:9][CH2:10][CH3:11])=[O:8])[CH2:3][C:2]=2[CH:14]=[CH:13][CH:12]=1.